From a dataset of Peptide-MHC class I binding affinity with 185,985 pairs from IEDB/IMGT. Regression. Given a peptide amino acid sequence and an MHC pseudo amino acid sequence, predict their binding affinity value. This is MHC class I binding data. (1) The peptide sequence is RMRRAEPAA. The MHC is HLA-B53:01 with pseudo-sequence HLA-B53:01. The binding affinity (normalized) is 0.252. (2) The MHC is Patr-A0401 with pseudo-sequence Patr-A0401. The peptide sequence is KFYGPFVDR. The binding affinity (normalized) is 0.902.